Dataset: Full USPTO retrosynthesis dataset with 1.9M reactions from patents (1976-2016). Task: Predict the reactants needed to synthesize the given product. (1) The reactants are: [F:1][C:2]1[CH:7]=[CH:6][C:5]([CH2:8][S:9]([NH2:12])(=[O:11])=[O:10])=[CH:4][CH:3]=1.[C:13]([C:15]1[C:16]([N:30]2[CH2:35][CH2:34][CH:33]([C:36](O)=[O:37])[CH2:32][CH2:31]2)=[N:17][C:18]([CH3:29])=[C:19]([C:21]([O:23][CH2:24][C:25]([F:28])([F:27])[F:26])=[O:22])[CH:20]=1)#[N:14].CN(C(ON1N=NC2C=CC=CC1=2)=[N+](C)C)C.[B-](F)(F)(F)F.CCN(C(C)C)C(C)C.Cl. Given the product [C:13]([C:15]1[C:16]([N:30]2[CH2:31][CH2:32][CH:33]([C:36](=[O:37])[NH:12][S:9]([CH2:8][C:5]3[CH:4]=[CH:3][C:2]([F:1])=[CH:7][CH:6]=3)(=[O:10])=[O:11])[CH2:34][CH2:35]2)=[N:17][C:18]([CH3:29])=[C:19]([CH:20]=1)[C:21]([O:23][CH2:24][C:25]([F:26])([F:27])[F:28])=[O:22])#[N:14], predict the reactants needed to synthesize it. (2) Given the product [Br:1][C:2]1[N:3]=[C:4]2[C:9]([NH:15][C@@H:16]3[CH2:21][CH2:20][N:19]([C:22]([O:24][C:25]([CH3:28])([CH3:27])[CH3:26])=[O:23])[CH2:18][C:17]3([CH3:30])[CH3:29])=[C:8]([C:11](=[O:12])[NH2:13])[CH:7]=[N:6][N:5]2[CH:14]=1, predict the reactants needed to synthesize it. The reactants are: [Br:1][C:2]1[N:3]=[C:4]2[C:9](Cl)=[C:8]([C:11]([NH2:13])=[O:12])[CH:7]=[N:6][N:5]2[CH:14]=1.[NH2:15][C@@H:16]1[CH2:21][CH2:20][N:19]([C:22]([O:24][C:25]([CH3:28])([CH3:27])[CH3:26])=[O:23])[CH2:18][C:17]1([CH3:30])[CH3:29].CCN(C(C)C)C(C)C.